This data is from Forward reaction prediction with 1.9M reactions from USPTO patents (1976-2016). The task is: Predict the product of the given reaction. (1) Given the reactants Br[C:2]1[CH:9]=[C:8]([F:10])[CH:7]=[CH:6][C:3]=1[C:4]#[N:5].Br[C:12]1[N:17]=[C:16]([C:18]2[N:22]3[CH:23]=[CH:24][C:25]([C:27]([CH3:37])([O:29][Si:30]([CH2:35][CH3:36])([CH2:33][CH3:34])[CH2:31][CH3:32])[CH3:28])=[N:26][C:21]3=[N:20][CH:19]=2)[CH:15]=[CH:14][CH:13]=1.[F:38][C:39]1[CH:46]=[CH:45][C:42]([C:43]#[N:44])=[C:41]([B:47]2[O:51][C:50]([CH3:53])([CH3:52])[C:49]([CH3:55])([CH3:54])[O:48]2)[CH:40]=1, predict the reaction product. The product is: [F:38][C:39]1[CH:46]=[CH:45][C:42]([C:43]#[N:44])=[C:41]([B:47]2[O:51][C:50]([CH3:53])([CH3:52])[C:49]([CH3:55])([CH3:54])[O:48]2)[CH:40]=1.[F:10][C:8]1[CH:7]=[CH:6][C:3]([C:4]#[N:5])=[C:2]([C:12]2[CH:13]=[CH:14][CH:15]=[C:16]([C:18]3[N:22]4[CH:23]=[CH:24][C:25]([C:27]([CH3:28])([O:29][Si:30]([CH2:31][CH3:32])([CH2:35][CH3:36])[CH2:33][CH3:34])[CH3:37])=[N:26][C:21]4=[N:20][CH:19]=3)[N:17]=2)[CH:9]=1. (2) Given the reactants C[O:2][C:3](=O)[C:4]1[CH:9]=[C:8]([C:10]#[N:11])[CH:7]=[CH:6][C:5]=1[CH2:12][N:13]([CH2:24][C:25]1[C:30]([CH3:31])=[CH:29][C:28]([CH3:32])=[CH:27][N:26]=1)[CH:14]1[C:23]2[N:22]=[CH:21][CH:20]=[CH:19][C:18]=2[CH2:17][CH2:16][CH2:15]1.[Li+].[BH4-].N#N, predict the reaction product. The product is: [CH3:31][C:30]1[C:25]([CH2:24][N:13]([CH2:12][C:5]2[CH:6]=[CH:7][C:8]([C:10]#[N:11])=[CH:9][C:4]=2[CH2:3][OH:2])[CH:14]2[C:23]3[N:22]=[CH:21][CH:20]=[CH:19][C:18]=3[CH2:17][CH2:16][CH2:15]2)=[N:26][CH:27]=[C:28]([CH3:32])[CH:29]=1. (3) Given the reactants [OH:1][CH2:2][C@H:3]([NH:8][C:9]([C:22]1[CH:27]=[CH:26][CH:25]=[CH:24][CH:23]=1)([C:16]1[CH:21]=[CH:20][CH:19]=[CH:18][CH:17]=1)[C:10]1[CH:15]=[CH:14][CH:13]=[CH:12][CH:11]=1)[C:4]([O:6][CH3:7])=[O:5].C1(P(C2C=CC=CC=2)C2C=CC=CC=2)C=CC=CC=1.[CH:47]1[C:52](O)=[CH:51][CH:50]=[CH:49][C:48]=1[CH3:54].CC(OC(/N=N/C(OC(C)C)=O)=O)C, predict the reaction product. The product is: [C:48]1([CH3:54])[CH:49]=[CH:50][CH:51]=[C:52]([O:1][CH2:2][C@H:3]([NH:8][C:9]([C:22]2[CH:23]=[CH:24][CH:25]=[CH:26][CH:27]=2)([C:10]2[CH:15]=[CH:14][CH:13]=[CH:12][CH:11]=2)[C:16]2[CH:17]=[CH:18][CH:19]=[CH:20][CH:21]=2)[C:4]([O:6][CH3:7])=[O:5])[CH:47]=1. (4) Given the reactants F[C:2]1[CH:16]=[CH:15][C:5]2[C:6](=[O:14])[NH:7][C:8]3[C:13]([C:4]=2[CH:3]=1)=[CH:12][CH:11]=[CH:10][N:9]=3.F[C:18]1[CH:23]=[CH:22][CH:21]=[CH:20][C:19]=1[OH:24].C(=O)([O-])[O-].[K+].[K+], predict the reaction product. The product is: [C:4]([C:22]1[CH:21]=[CH:20][C:19]([O:24][C:2]2[CH:16]=[CH:15][C:5]3[C:6](=[O:14])[NH:7][C:8]4[C:13]([C:4]=3[CH:3]=2)=[CH:12][CH:11]=[CH:10][N:9]=4)=[CH:18][CH:23]=1)([CH3:13])([CH3:5])[CH3:3]. (5) Given the reactants [C:1]([C:3]1[CH:8]=[CH:7][C:6]([C:9]2[C:13]([C:14]3[CH:19]=[CH:18][C:17]([O:20][CH3:21])=[CH:16][CH:15]=3)=[CH:12][S:11][C:10]=2/[CH:22]=[CH:23]/[C:24]([O:26][CH2:27][CH3:28])=[O:25])=[C:5]([CH3:29])[CH:4]=1)#[N:2].OCC1(OC[C@@H](O)[C@@H](O)[C@H]1O)O.[H][H], predict the reaction product. The product is: [C:1]([C:3]1[CH:8]=[CH:7][C:6]([C:9]2[C:13]([C:14]3[CH:19]=[CH:18][C:17]([O:20][CH3:21])=[CH:16][CH:15]=3)=[CH:12][S:11][C:10]=2[CH2:22][CH2:23][C:24]([O:26][CH2:27][CH3:28])=[O:25])=[C:5]([CH3:29])[CH:4]=1)#[N:2]. (6) The product is: [ClH:1].[O:2]1[C:11]2[CH:10]=[C:9]([CH2:12][NH:13][C@H:14]3[CH2:18][CH2:17][N:16]([CH2:36][CH2:35][N:32]4[C:33]5[C:28](=[N:27][CH:26]=[C:25]([F:24])[CH:34]=5)[CH:29]=[CH:30][C:31]4=[O:38])[CH2:15]3)[N:8]=[CH:7][C:6]=2[O:5][CH2:4][CH2:3]1. Given the reactants [ClH:1].[O:2]1[C:11]2[CH:10]=[C:9]([CH2:12][NH:13][C@H:14]3[CH2:18][CH2:17][NH:16][CH2:15]3)[N:8]=[CH:7][C:6]=2[O:5][CH2:4][CH2:3]1.C[O-].[Na+].CO.[F:24][C:25]1[CH:34]=[C:33]2[C:28]([CH:29]=[CH:30][C:31](=[O:38])[N:32]2[CH2:35][CH:36]=O)=[N:27][CH:26]=1.C([BH3-])#N.[Na+].C(=O)([O-])O.[Na+], predict the reaction product.